This data is from Forward reaction prediction with 1.9M reactions from USPTO patents (1976-2016). The task is: Predict the product of the given reaction. (1) Given the reactants C(S(O[CH2:8][C@H:9]1[CH2:14][CH2:13][C@H:12]([OH:15])[C@@H:11]([C:16]2[CH:21]=[CH:20][CH:19]=[CH:18][C:17]=2[CH3:22])[C@@H:10]1[CH2:23]OS(CCC)(=O)=O)(=O)=O)CC.[CH2:31]([NH2:38])[C:32]1[CH:37]=[CH:36][CH:35]=[CH:34][CH:33]=1, predict the reaction product. The product is: [CH2:31]([N:38]1[CH2:23][C@@H:10]2[C@H:9]([CH2:14][CH2:13][C@H:12]([OH:15])[C@H:11]2[C:16]2[CH:21]=[CH:20][CH:19]=[CH:18][C:17]=2[CH3:22])[CH2:8]1)[C:32]1[CH:37]=[CH:36][CH:35]=[CH:34][CH:33]=1. (2) Given the reactants [C:1]([O:5][C:6]([NH:8][CH2:9][CH2:10][CH2:11][O:12][C:13]1[CH:21]=[C:20]([S:22][CH2:23][CH3:24])[CH:19]=[CH:18][C:14]=1[C:15]([OH:17])=O)=[O:7])([CH3:4])([CH3:3])[CH3:2].[NH2:25][C:26]1[C:27]([C:32]([NH:34][C:35]2[CH:40]=[CH:39][C:38]([Cl:41])=[CH:37][N:36]=2)=[O:33])=[N:28][CH:29]=[CH:30][CH:31]=1, predict the reaction product. The product is: [C:1]([O:5][C:6]([NH:8][CH2:9][CH2:10][CH2:11][O:12][C:13]1[CH:21]=[C:20]([S:22][CH2:23][CH3:24])[CH:19]=[CH:18][C:14]=1[C:15]([NH:25][C:26]1[C:27]([C:32]([NH:34][C:35]2[CH:40]=[CH:39][C:38]([Cl:41])=[CH:37][N:36]=2)=[O:33])=[N:28][CH:29]=[CH:30][CH:31]=1)=[O:17])=[O:7])([CH3:2])([CH3:3])[CH3:4]. (3) Given the reactants [C:1]([C:3]1[N:11]=[CH:10][C:9]2[N:8]([CH2:12][O:13][CH2:14][CH2:15][Si:16]([CH3:19])([CH3:18])[CH3:17])[C:7]3[N:20]=[CH:21][CH:22]=[C:23]([N:24]4[CH2:28][CH2:27][C@H:26]([N:29]([CH2:37][CH3:38])[C:30](=[O:36])[O:31][C:32]([CH3:35])([CH3:34])[CH3:33])[CH2:25]4)[C:6]=3[C:5]=2[CH:4]=1)#[N:2].C([O-])(=O)C.[Na+].[Br:44]Br, predict the reaction product. The product is: [Br:44][C:22]1[CH:21]=[N:20][C:7]2[N:8]([CH2:12][O:13][CH2:14][CH2:15][Si:16]([CH3:18])([CH3:19])[CH3:17])[C:9]3[CH:10]=[N:11][C:3]([C:1]#[N:2])=[CH:4][C:5]=3[C:6]=2[C:23]=1[N:24]1[CH2:28][CH2:27][C@H:26]([N:29]([CH2:37][CH3:38])[C:30](=[O:36])[O:31][C:32]([CH3:33])([CH3:34])[CH3:35])[CH2:25]1. (4) The product is: [Br:19][C:11]1[N:8]2[N:9]=[CH:10][C:5]([C:2]([F:1])([CH3:4])[CH3:3])=[N:6][C:7]2=[N:13][CH:12]=1. Given the reactants [F:1][C:2]([C:5]1[CH:10]=[N:9][N:8]2[CH:11]=[CH:12][N:13]=[C:7]2[N:6]=1)([CH3:4])[CH3:3].C([O-])(=O)C.[Na+].[Br:19]Br, predict the reaction product. (5) Given the reactants C[O:2][C:3]([C:5]1[CH:6]=[N:7][C:8]([O:22][CH:23]2[CH2:27][CH2:26][CH2:25][CH2:24]2)=[C:9]([C:11]2[CH:16]=[C:15]([C:17]([F:20])([F:19])[F:18])[CH:14]=[CH:13][C:12]=2[Cl:21])[CH:10]=1)=[O:4].O.[OH-].[Na+], predict the reaction product. The product is: [Cl:21][C:12]1[CH:13]=[CH:14][C:15]([C:17]([F:18])([F:20])[F:19])=[CH:16][C:11]=1[C:9]1[CH:10]=[C:5]([C:3]([OH:4])=[O:2])[CH:6]=[N:7][C:8]=1[O:22][CH:23]1[CH2:27][CH2:26][CH2:25][CH2:24]1. (6) The product is: [CH3:24][O:23][C:20]1[CH:19]=[CH:18][C:17]([CH2:16][N:13]2[C:4]3=[N:5][CH:6]=[C:7]([C:8]([O:10][CH2:11][CH3:12])=[O:9])[CH:2]=[C:3]3[CH:15]=[N:14]2)=[CH:22][CH:21]=1. Given the reactants Cl[C:2]1[C:7]([C:8]([O:10][CH2:11][CH3:12])=[O:9])=[CH:6][N:5]=[C:4]2[N:13]([CH2:16][C:17]3[CH:22]=[CH:21][C:20]([O:23][CH3:24])=[CH:19][CH:18]=3)[N:14]=[CH:15][C:3]=12.C(N(CC)CC)C, predict the reaction product. (7) Given the reactants [Na:1].[CH2:2]1[O:4][CH2:3]1.[C:5]([OH:10])(=[O:9])[C:6]([CH3:8])=[CH2:7].[CH2:11]=[CH:12][C:13]1[CH:18]=[CH:17][CH:16]=[CH:15][CH:14]=1.S(OOS([O-])(=O)=O)([O-])(=O)=O.[NH4+].[NH4+], predict the reaction product. The product is: [CH:11]([CH2:7][C:6](=[CH2:8])[C:5]([OH:10])=[O:9])=[CH:12][C:13]1[CH:18]=[CH:17][CH:16]=[CH:15][CH:14]=1.[C:5]([O:10][CH2:11][CH2:12][CH2:13][CH3:14])(=[O:9])[CH:6]=[CH2:7].[Na:1].[CH2:3]1[O:4][CH2:2]1.[C:5]([OH:10])(=[O:9])[C:6]([CH3:8])=[CH2:7].